This data is from Full USPTO retrosynthesis dataset with 1.9M reactions from patents (1976-2016). The task is: Predict the reactants needed to synthesize the given product. (1) The reactants are: N1CCOCC1.O.C1(C)C=CC(S(O)(=O)=O)=CC=1.[C:19]([O:23][C:24]([N:26]1[CH2:31][CH2:30][C:29](=[O:32])[CH2:28][CH2:27]1)=[O:25])([CH3:22])([CH3:21])[CH3:20].[F:33][C:34]1[CH:41]=[CH:40][C:37]([CH:38]=O)=[CH:36][CH:35]=1. Given the product [C:19]([O:23][C:24]([N:26]1[CH2:27][CH2:28][C:29](=[O:32])[C:30](=[CH:38][C:37]2[CH:40]=[CH:41][C:34]([F:33])=[CH:35][CH:36]=2)[CH2:31]1)=[O:25])([CH3:22])([CH3:20])[CH3:21], predict the reactants needed to synthesize it. (2) Given the product [Cl:42][CH2:3][CH2:4][CH2:5][O:6][C:7]1[CH:8]=[CH:9][C:10]2[CH2:16][C:15]([CH3:18])([CH3:17])[NH:14][C:13](=[O:19])[NH:12][C:11]=2[CH:20]=1, predict the reactants needed to synthesize it. The reactants are: ClC[CH2:3][CH2:4][CH2:5][O:6][C:7]1[CH:8]=[CH:9][C:10]2[CH2:16][C:15]([CH3:18])([CH3:17])[NH:14][C:13](=[O:19])[NH:12][C:11]=2[CH:20]=1.OC1C=CC2CC(C)(C)NC(=O)NC=2C=1.[OH-].[Na+].BrCCC[Cl:42]. (3) Given the product [Cl:1][C:2]1[CH:3]=[CH:4][C:5]([N:14]2[CH:15]=[N:16][C:12]([CH3:11])=[N:13]2)=[C:6]([CH:9]=1)[CH:7]=[O:8], predict the reactants needed to synthesize it. The reactants are: [Cl:1][C:2]1[CH:3]=[CH:4][C:5](F)=[C:6]([CH:9]=1)[CH:7]=[O:8].[CH3:11][C:12]1[N:16]=[CH:15][NH:14][N:13]=1.C([O-])([O-])=O.[Cs+].[Cs+]. (4) Given the product [Cl:19][C:16]([F:18])([F:17])[O:15][C:12]1[CH:11]=[CH:10][C:9]([NH:8][C:6](=[O:7])[C:5]2[CH:20]=[C:21]([C:22]3[NH:26][N:25]=[CH:24][CH:23]=3)[C:2]([N:37]3[CH2:38][CH2:39][C:35]([OH:40])([CH3:34])[CH2:36]3)=[N:3][CH:4]=2)=[CH:14][CH:13]=1, predict the reactants needed to synthesize it. The reactants are: Cl[C:2]1[C:21]([C:22]2[N:26](C3CCCCO3)[N:25]=[CH:24][CH:23]=2)=[CH:20][C:5]([C:6]([NH:8][C:9]2[CH:14]=[CH:13][C:12]([O:15][C:16]([Cl:19])([F:18])[F:17])=[CH:11][CH:10]=2)=[O:7])=[CH:4][N:3]=1.Cl.[CH3:34][C:35]1([OH:40])[CH2:39][CH2:38][NH:37][CH2:36]1.CCN(C(C)C)C(C)C.Cl.C([O-])(O)=O.[Na+]. (5) Given the product [CH3:16][NH:15][CH:8]([CH:9]1[CH2:14][CH2:13][O:12][CH2:11][CH2:10]1)[CH2:7][N:4]1[CH2:5][CH2:6][C@H:2]([OH:1])[CH2:3]1, predict the reactants needed to synthesize it. The reactants are: [OH:1][C@H:2]1[CH2:6][CH2:5][N:4]([C:7](=O)[CH:8]([NH:15][C:16](=O)OC(C)(C)C)[CH:9]2[CH2:14][CH2:13][O:12][CH2:11][CH2:10]2)[CH2:3]1.[H-].[H-].[H-].[H-].[Li+].[Al+3]. (6) The reactants are: Br[C:2]1[N:6]([CH2:7][O:8][CH2:9][CH2:10][Si:11]([CH3:14])([CH3:13])[CH3:12])[C:5]([N:15]2[CH2:20][CH2:19][N:18]([C:21]3[C:26]([C:27]([F:30])([F:29])[F:28])=[CH:25][CH:24]=[CH:23][N:22]=3)[CH2:17][CH2:16]2)=[N:4][C:3]=1[C:31]([O:33][CH3:34])=[O:32].[F:35][C:36]([F:47])([F:46])[C:37]1[CH:42]=[CH:41][C:40](B(O)O)=[CH:39][CH:38]=1.C([O-])([O-])=O.[Na+].[Na+]. Given the product [F:35][C:36]([F:47])([F:46])[C:37]1[CH:42]=[CH:41][C:40]([C:2]2[N:6]([CH2:7][O:8][CH2:9][CH2:10][Si:11]([CH3:14])([CH3:13])[CH3:12])[C:5]([N:15]3[CH2:16][CH2:17][N:18]([C:21]4[C:26]([C:27]([F:29])([F:30])[F:28])=[CH:25][CH:24]=[CH:23][N:22]=4)[CH2:19][CH2:20]3)=[N:4][C:3]=2[C:31]([O:33][CH3:34])=[O:32])=[CH:39][CH:38]=1, predict the reactants needed to synthesize it. (7) Given the product [C:33]([C:14]1[CH:15]=[CH:16][C:11]([C:10]([NH:9][CH2:8][CH2:7][CH2:6][CH2:5][CH:4]([N:19]2[C:31]3[CH:30]=[CH:29][CH:28]=[CH:27][C:26]=3[C:25]3[C:20]2=[CH:21][CH:22]=[CH:23][CH:24]=3)[C:3]([OH:2])=[O:32])=[O:18])=[CH:12][CH:13]=1)(=[O:45])[C:34]1[CH:36]=[CH:6][CH:5]=[CH:4][CH:3]=1.[CH3:1][O:2][C:3](=[O:32])[C@@H:4]([N:19]1[C:31]2[CH:30]=[CH:29][CH:28]=[CH:27][C:26]=2[C:25]2[C:20]1=[CH:21][CH:22]=[CH:23][CH:24]=2)[CH2:5][CH2:6][CH2:7][CH2:8][NH:9][C:10](=[O:18])[C:11]1[CH:12]=[CH:13][C:14]([N:17]=[N+:41]=[N-:42])=[CH:15][CH:16]=1, predict the reactants needed to synthesize it. The reactants are: [CH3:1][O:2][C:3](=[O:32])[C@@H:4]([N:19]1[C:31]2[CH:30]=[CH:29][CH:28]=[CH:27][C:26]=2[C:25]2[C:20]1=[CH:21][CH:22]=[CH:23][CH:24]=2)[CH2:5][CH2:6][CH2:7][CH2:8][NH:9][C:10](=[O:18])[C:11]1[CH:16]=[CH:15][C:14]([NH2:17])=[CH:13][CH:12]=1.[CH3:33][C:34]([CH3:36])=O.N([O-])=O.[Na+].[N-:41]=[N+:42]=[N-].[Na+].[OH2:45].